Dataset: Forward reaction prediction with 1.9M reactions from USPTO patents (1976-2016). Task: Predict the product of the given reaction. (1) Given the reactants C([O:8][C@H:9]([CH3:44])[C:10]([NH:12][C:13]1[CH:18]=[C:17]([O:19][C:20]2[C:25]([F:26])=[CH:24][C:23]([NH:27][C:28]([C:30]3([C:33]([NH:35][C:36]4[CH:41]=[CH:40][C:39]([F:42])=[CH:38][CH:37]=4)=[O:34])[CH2:32][CH2:31]3)=[O:29])=[C:22]([F:43])[CH:21]=2)[CH:16]=[CH:15][N:14]=1)=[O:11])C1C=CC=CC=1, predict the reaction product. The product is: [F:43][C:22]1[CH:21]=[C:20]([O:19][C:17]2[CH:16]=[CH:15][N:14]=[C:13]([NH:12][C:10](=[O:11])[C@H:9]([OH:8])[CH3:44])[CH:18]=2)[C:25]([F:26])=[CH:24][C:23]=1[NH:27][C:28]([C:30]1([C:33]([NH:35][C:36]2[CH:37]=[CH:38][C:39]([F:42])=[CH:40][CH:41]=2)=[O:34])[CH2:32][CH2:31]1)=[O:29]. (2) Given the reactants [C:1]([O:5][C:6](=[O:26])[C:7]1[CH:12]=[CH:11][C:10]([CH2:13][N:14]2[C:19](=[O:20])[C:18]3[CH:21]=[C:22](Cl)[N:23]=[CH:24][C:17]=3[N:16]=[CH:15]2)=[CH:9][CH:8]=1)([CH3:4])([CH3:3])[CH3:2].CCN(CC)CC, predict the reaction product. The product is: [C:1]([O:5][C:6](=[O:26])[C:7]1[CH:12]=[CH:11][C:10]([CH2:13][N:14]2[C:19](=[O:20])[C:18]3[CH:21]=[C:22]([C:6]([O:5][CH3:1])=[O:26])[N:23]=[CH:24][C:17]=3[N:16]=[CH:15]2)=[CH:9][CH:8]=1)([CH3:4])([CH3:3])[CH3:2]. (3) Given the reactants [C:1]([O:5][C:6](=[O:23])[C@H:7]([NH:14][CH2:15][CH2:16][CH2:17][C:18]([O:20]CC)=[O:19])[C:8]1[CH:13]=[CH:12][CH:11]=[CH:10][CH:9]=1)([CH3:4])([CH3:3])[CH3:2].[OH-].[Na+].Cl, predict the reaction product. The product is: [C:1]([O:5][C:6](=[O:23])[C@H:7]([NH:14][CH2:15][CH2:16][CH2:17][C:18]([OH:20])=[O:19])[C:8]1[CH:9]=[CH:10][CH:11]=[CH:12][CH:13]=1)([CH3:4])([CH3:2])[CH3:3]. (4) The product is: [CH2:28]([O:24][C:21]1[CH:22]=[CH:23][C:18]([C:17]([NH:16][C:13]2[CH:12]=[CH:11][C:10]([N:7]3[CH2:8][CH2:9][CH:5]([N:4]([CH3:26])[CH3:3])[CH2:6]3)=[CH:15][CH:14]=2)=[O:25])=[CH:19][N:20]=1)[CH2:29][CH2:30][CH3:31]. Given the reactants [OH-].[K+].[CH3:3][N:4]([CH3:26])[CH:5]1[CH2:9][CH2:8][N:7]([C:10]2[CH:15]=[CH:14][C:13]([NH:16][C:17](=[O:25])[C:18]3[CH:23]=[CH:22][C:21]([OH:24])=[N:20][CH:19]=3)=[CH:12][CH:11]=2)[CH2:6]1.Br[CH2:28][CH2:29][CH2:30][CH3:31].O, predict the reaction product. (5) Given the reactants CC1(C)[O:6][C@@H:5]([C@@H:7]2[N:10]([C:11]3[CH:16]=[CH:15][C:14]([O:17][CH3:18])=[CH:13][CH:12]=3)[C:9](=[O:19])[C@@H:8]2[O:20][Si:21]([CH:28]([CH3:30])[CH3:29])([CH:25]([CH3:27])[CH3:26])[CH:22]([CH3:24])[CH3:23])[CH2:4][O:3]1.O.C1(C)C=CC(S(O)(=O)=O)=CC=1.C(=O)([O-])O.[Na+], predict the reaction product. The product is: [OH:6][C@@H:5]([C@@H:7]1[N:10]([C:11]2[CH:12]=[CH:13][C:14]([O:17][CH3:18])=[CH:15][CH:16]=2)[C:9](=[O:19])[C@@H:8]1[O:20][Si:21]([CH:25]([CH3:27])[CH3:26])([CH:22]([CH3:24])[CH3:23])[CH:28]([CH3:30])[CH3:29])[CH2:4][OH:3].